This data is from Full USPTO retrosynthesis dataset with 1.9M reactions from patents (1976-2016). The task is: Predict the reactants needed to synthesize the given product. (1) Given the product [CH3:19][O:18][C:15]1[CH:16]=[CH:17][C:12]([NH:11][C:4]2[C:5]3[N:6]([N:8]=[CH:9][N:10]=3)[CH:7]=[C:2]([N:22]3[CH2:27][CH2:26][CH2:25][CH:24]([C:28]([O:30][CH3:31])=[O:29])[CH2:23]3)[CH:3]=2)=[N:13][C:14]=1[O:20][CH3:21], predict the reactants needed to synthesize it. The reactants are: Cl[C:2]1[CH:3]=[C:4]([NH:11][C:12]2[CH:17]=[CH:16][C:15]([O:18][CH3:19])=[C:14]([O:20][CH3:21])[N:13]=2)[C:5]2[N:6]([N:8]=[CH:9][N:10]=2)[CH:7]=1.[NH:22]1[CH2:27][CH2:26][CH2:25][CH:24]([C:28]([O:30][CH3:31])=[O:29])[CH2:23]1.CC(C1C=C(C(C)C)C(C2C=CC=CC=2P(C2CCCCC2)C2CCCCC2)=C(C(C)C)C=1)C.C([O-])([O-])=O.[Cs+].[Cs+]. (2) Given the product [C:28]([OH:30])(=[O:29])[C:27]1[CH:31]=[CH:32][CH:24]=[CH:25][CH:26]=1, predict the reactants needed to synthesize it. The reactants are: NC1C=C(C=CC=1NC)OC1C=CN=C(C(NC)=O)C=1.N([C:24]1[CH:32]=[CH:31][C:27]([C:28]([OH:30])=[O:29])=[CH:26][CH:25]=1)=C=S.IC.